This data is from Full USPTO retrosynthesis dataset with 1.9M reactions from patents (1976-2016). The task is: Predict the reactants needed to synthesize the given product. The reactants are: [C:1]([C:4]1[O:5][CH:6]=[CH:7][CH:8]=1)(=[O:3])[CH3:2].[Br:9]N1C(=O)CCC1=O. Given the product [C:1]([C:4]1[O:5][C:6]([Br:9])=[CH:7][CH:8]=1)(=[O:3])[CH3:2], predict the reactants needed to synthesize it.